Task: Binary Classification. Given a T-cell receptor sequence (or CDR3 region) and an epitope sequence, predict whether binding occurs between them.. Dataset: TCR-epitope binding with 47,182 pairs between 192 epitopes and 23,139 TCRs (1) The epitope is FLKEKGGL. The TCR CDR3 sequence is CASSPPTSGRGTEQYF. Result: 0 (the TCR does not bind to the epitope). (2) The epitope is MLNIPSINV. The TCR CDR3 sequence is CASSPSMDTQYF. Result: 0 (the TCR does not bind to the epitope). (3) The epitope is ILKEPVHGV. The TCR CDR3 sequence is CASSLGGDEQYF. Result: 1 (the TCR binds to the epitope). (4) The epitope is FSKQLQQSM. The TCR CDR3 sequence is CASSVYTGTGEAFF. Result: 0 (the TCR does not bind to the epitope). (5) Result: 1 (the TCR binds to the epitope). The epitope is NLVPMVATV. The TCR CDR3 sequence is CASSPGGRTDGPHTDTQYF.